This data is from Peptide-MHC class I binding affinity with 185,985 pairs from IEDB/IMGT. The task is: Regression. Given a peptide amino acid sequence and an MHC pseudo amino acid sequence, predict their binding affinity value. This is MHC class I binding data. The peptide sequence is TGPSPPKQA. The MHC is Mamu-A01 with pseudo-sequence Mamu-A01. The binding affinity (normalized) is 0.